Dataset: Merck oncology drug combination screen with 23,052 pairs across 39 cell lines. Task: Regression. Given two drug SMILES strings and cell line genomic features, predict the synergy score measuring deviation from expected non-interaction effect. Drug 1: CCC1(O)CC2CN(CCc3c([nH]c4ccccc34)C(C(=O)OC)(c3cc4c(cc3OC)N(C)C3C(O)(C(=O)OC)C(OC(C)=O)C5(CC)C=CCN6CCC43C65)C2)C1. Drug 2: N#Cc1ccc(Cn2cncc2CN2CCN(c3cccc(Cl)c3)C(=O)C2)cc1. Cell line: MDAMB436. Synergy scores: synergy=23.1.